This data is from Forward reaction prediction with 1.9M reactions from USPTO patents (1976-2016). The task is: Predict the product of the given reaction. Given the reactants Cl[C:2]1[N:7]=[C:6]([NH:8][C:9]2[CH:18]=[CH:17][CH:16]=[CH:15][C:10]=2[C:11]([NH:13][CH3:14])=[O:12])[C:5]([C:19]([F:22])([F:21])[F:20])=[CH:4][N:3]=1.[NH2:23][C:24]1[C:38]([O:39][CH3:40])=[CH:37][C:27]([CH2:28][P:29](=[O:36])([O:33][CH2:34][CH3:35])[O:30][CH2:31][CH3:32])=[C:26]([F:41])[CH:25]=1.C(O)(C(F)(F)F)=O, predict the reaction product. The product is: [F:41][C:26]1[CH:25]=[C:24]([NH:23][C:2]2[N:7]=[C:6]([NH:8][C:9]3[CH:18]=[CH:17][CH:16]=[CH:15][C:10]=3[C:11](=[O:12])[NH:13][CH3:14])[C:5]([C:19]([F:22])([F:21])[F:20])=[CH:4][N:3]=2)[C:38]([O:39][CH3:40])=[CH:37][C:27]=1[CH2:28][P:29](=[O:36])([O:30][CH2:31][CH3:32])[O:33][CH2:34][CH3:35].